This data is from Experimentally validated miRNA-target interactions with 360,000+ pairs, plus equal number of negative samples. The task is: Binary Classification. Given a miRNA mature sequence and a target amino acid sequence, predict their likelihood of interaction. (1) The miRNA is hsa-miR-7157-5p with sequence UCAGCAUUCAUUGGCACCAGAGA. The protein sequence of the target gene is MKSALFTRFFILLPWILIVIIMLDVDTRRPVPPLTPRPYFSPYAVGRGGARLPLRRGGPAHGTQKRNQSRPQPQPEPQLPTIYAITPTYSRPVQKAELTRLANTFRQVAQLHWILVEDAAARSELVSRFLARAGLPSTHLHVPTPRRYKRPGLPRATEQRNAGLAWLRQRHQHQRAQPGVLFFADDDNTYSLELFQEMRTTRKVSVWPVGLVGGRRYERPLVENGKVVGWYTGWRADRPFAIDMAGFAVSLQVILSNPKAVFKRRGSQPGMQESDFLKQITTVEELEPKANNCTKVLVWH.... Result: 1 (interaction). (2) The miRNA is hsa-miR-875-3p with sequence CCUGGAAACACUGAGGUUGUG. The protein sequence of the target gene is MAGRSMQAARCPTDELSLTNCAVVNEKDFQSGQHVIVRTSPNHRYTFTLKTHPSVVPGSIAFSLPQRKWAGLSIGQEIEVSLYTFDKAKQCIGTMTIEIDFLQKKSIDSNPYDTDKMAAEFIQQFNNQAFSVGQQLVFSFNEKLFGLLVKDIEAMDPSILKGEPATGKRQKIEVGLVVGNSQVAFEKAENSSLNLIGKAKTKENRQSIINPDWNFEKMGIGGLDKEFSDIFRRAFASRVFPPEIVEQMGCKHVKGILLYGPPGCGKTLLARQIGKMLNAREPKVVNGPEILNKYVGESEA.... Result: 0 (no interaction). (3) The miRNA is hsa-miR-3682-3p with sequence UGAUGAUACAGGUGGAGGUAG. The protein sequence of the target gene is MFSKLTSILQHAVEALAPSLPLQEDFVYHWKAITHYYIETSDDKAPVTDTNIPSHLEQMLDILVQEENERESGETGPCMEYLLHHKILETLYTLGKADCPPGMKQQVLVFYTKLLGRIRQPLLPHINVHRPVQKLIRLCGEVLATPTENEEIQFLCIVCAKLKQDPYLVNFFLENKSKSLVSRGALSVISEDGPKGQDPGSGDVSQCQQPQELSGATGVEPTESEEEPPHQMDDLSASLDDLNVTSLPEASAVRPNQDYNLVNSLLNLTRSPDGRIAVKACEGLMLLVSLPEPAAAKCLA.... Result: 0 (no interaction).